This data is from Full USPTO retrosynthesis dataset with 1.9M reactions from patents (1976-2016). The task is: Predict the reactants needed to synthesize the given product. (1) Given the product [CH3:38][N:3]1[CH2:8][CH2:7][CH:6]([C:9]2[N:14]=[CH:13][C:12]([NH:15][C:16]3[N:21]=[C:20]([CH2:22][CH2:23][C:24]4[CH:29]=[CH:28][CH:27]=[CH:26][C:25]=4[CH2:30][C:31]([NH2:33])=[O:32])[C:19]([C:34]([F:35])([F:37])[F:36])=[CH:18][N:17]=3)=[CH:11][CH:10]=2)[CH2:5][CH2:4]1, predict the reactants needed to synthesize it. The reactants are: C=O.[NH:3]1[CH2:8][CH2:7][CH:6]([C:9]2[N:14]=[CH:13][C:12]([NH:15][C:16]3[N:21]=[C:20]([CH2:22][CH2:23][C:24]4[CH:29]=[CH:28][CH:27]=[CH:26][C:25]=4[CH2:30][C:31]([NH2:33])=[O:32])[C:19]([C:34]([F:37])([F:36])[F:35])=[CH:18][N:17]=3)=[CH:11][CH:10]=2)[CH2:5][CH2:4]1.[C:38](O[BH-](OC(=O)C)OC(=O)C)(=O)C.[Na+]. (2) The reactants are: [C:1]1([CH:7]([O:9][CH2:10][C@@H:11]([NH2:23])[CH2:12][CH2:13][CH2:14][NH:15][C:16]([O:18][C:19]([CH3:22])([CH3:21])[CH3:20])=[O:17])[CH3:8])[CH:6]=[CH:5][CH:4]=[CH:3][CH:2]=1.[CH3:24][C:25]1[C:34]2[C:29](=[CH:30][CH:31]=[CH:32][CH:33]=2)[C:28]([S:35](Cl)(=[O:37])=[O:36])=[CH:27][CH:26]=1. Given the product [C:16]([NH:15][CH2:14][CH2:13][CH2:12][C@H:11]([NH:23][S:35]([C:28]1[C:29]2[C:34](=[CH:33][CH:32]=[CH:31][CH:30]=2)[C:25]([CH3:24])=[CH:26][CH:27]=1)(=[O:37])=[O:36])[CH2:10][O:9][CH:7]([C:1]1[CH:2]=[CH:3][CH:4]=[CH:5][CH:6]=1)[CH3:8])([O:18][C:19]([CH3:22])([CH3:21])[CH3:20])=[O:17], predict the reactants needed to synthesize it. (3) Given the product [NH2:35][C:33](=[O:34])[CH2:32][NH:31][C:18](=[O:20])[C:17]1[CH:21]=[C:22]([F:24])[CH:23]=[C:15]([C:14]2[C:8]3[S:7][C:6]([CH2:5][C:4]4[CH:26]=[C:27]([F:29])[CH:28]=[C:2]([Cl:1])[CH:3]=4)=[CH:10][C:9]=3[C:11]([F:25])=[CH:12][CH:13]=2)[CH:16]=1, predict the reactants needed to synthesize it. The reactants are: [Cl:1][C:2]1[CH:3]=[C:4]([CH:26]=[C:27]([F:29])[CH:28]=1)[CH2:5][C:6]1[S:7][C:8]2[C:14]([C:15]3[CH:16]=[C:17]([CH:21]=[C:22]([F:24])[CH:23]=3)[C:18]([OH:20])=O)=[CH:13][CH:12]=[C:11]([F:25])[C:9]=2[CH:10]=1.Cl.[NH2:31][CH2:32][C:33]([NH2:35])=[O:34]. (4) Given the product [CH:56]([C:50]1[CH:55]=[CH:54][C:53]([C:30]2[CH:31]=[C:32]3[C:27](=[CH:28][CH:29]=2)[CH:26]=[C:25]([C:11]2[CH:10]=[CH:9][C:23]4[C:22]5[C:17]([C:16]6[C:24]=4[C:12]=2[CH:13]=[CH:14][CH:15]=6)=[CH:18][CH:19]=[CH:20][CH:21]=5)[CH:34]=[CH:33]3)=[CH:52][CH:51]=1)=[CH2:38], predict the reactants needed to synthesize it. The reactants are: FC(F)(F)S(O)(=O)=O.[CH:9]1[C:23]2=[C:24]3[C:16]([C:17]4[C:22]2=[CH:21][CH:20]=[CH:19][CH:18]=4)=[CH:15][CH:14]=[CH:13][C:12]3=[C:11]([C:25]2[CH:26]=[C:27]3[C:32](=[CH:33][CH:34]=2)[CH:31]=[CH:30][CH:29]=[CH:28]3)[CH:10]=1.B(O)O.[CH2:38](COC)OC.C([O-])([O-])=O.[Na+].[Na+].[C:50]1([CH3:56])[CH:55]=[CH:54][CH:53]=[CH:52][CH:51]=1. (5) The reactants are: Cl.[CH2:2]([O:9][C:10](=[O:16])[C@H:11]1[CH2:15][CH2:14][CH2:13][NH:12]1)[C:3]1[CH:8]=[CH:7][CH:6]=[CH:5][CH:4]=1.[CH3:17][CH:18]([CH:22]([CH3:26])[C:23]([OH:25])=O)[C:19]([OH:21])=O. Given the product [CH2:2]([O:9][C:10]([C@H:11]1[CH2:15][CH2:14][CH2:13][N:12]1[C:19](=[O:21])[CH:18]([CH3:17])[CH:22]([CH3:26])[C:23]([N:12]1[CH2:13][CH2:14][CH2:15][C@@H:11]1[C:10]([O:9][CH2:2][C:3]1[CH:8]=[CH:7][CH:6]=[CH:5][CH:4]=1)=[O:16])=[O:25])=[O:16])[C:3]1[CH:4]=[CH:5][CH:6]=[CH:7][CH:8]=1, predict the reactants needed to synthesize it. (6) Given the product [Cl:27][C:28]1[N:32]([CH3:33])[N:31]=[C:30]([CH3:34])[C:29]=1[S:35]([N:50]1[CH2:51][CH2:52][CH:47]([O:46][C:43]2[CH:44]=[CH:45][C:40]([CH3:53])=[CH:41][CH:42]=2)[CH2:48][CH2:49]1)(=[O:37])=[O:36], predict the reactants needed to synthesize it. The reactants are: ClC1C=C(C=CC=1Cl)OC1CCN(S(C2C(C)=NN(C)C=2C)(=O)=O)CC1.[Cl:27][C:28]1[N:32]([CH3:33])[N:31]=[C:30]([CH3:34])[C:29]=1[S:35](Cl)(=[O:37])=[O:36].Cl.[C:40]1([CH3:53])[CH:45]=[CH:44][C:43]([O:46][CH:47]2[CH2:52][CH2:51][NH:50][CH2:49][CH2:48]2)=[CH:42][CH:41]=1. (7) Given the product [CH3:32][C:29]([CH3:30])([CH3:31])[C:28](=[O:33])[CH2:27][O:26][C:23]1[CH:24]=[CH:25][C:20]([C:15]([C:12]2[CH:13]=[CH:14][C:8]3[CH:7]=[C:6]([C:4]([OH:5])=[O:3])[S:10][C:9]=3[CH:11]=2)([CH2:18][CH3:19])[CH2:16][CH3:17])=[CH:21][C:22]=1[CH3:34], predict the reactants needed to synthesize it. The reactants are: C([O:3][C:4]([C:6]1[S:10][C:9]2[CH:11]=[C:12]([C:15]([C:20]3[CH:25]=[CH:24][C:23]([O:26][CH2:27][C:28](=[O:33])[C:29]([CH3:32])([CH3:31])[CH3:30])=[C:22]([CH3:34])[CH:21]=3)([CH2:18][CH3:19])[CH2:16][CH3:17])[CH:13]=[CH:14][C:8]=2[CH:7]=1)=[O:5])C.[OH-].[Na+].